Dataset: HIV replication inhibition screening data with 41,000+ compounds from the AIDS Antiviral Screen. Task: Binary Classification. Given a drug SMILES string, predict its activity (active/inactive) in a high-throughput screening assay against a specified biological target. (1) The compound is CC(C)C(=O)C=Cc1ccc(Cl)c(Cl)c1. The result is 0 (inactive). (2) The drug is Cc1ccc(CC[PH](=O)CCc2ccc(C)nc2)cn1. The result is 0 (inactive). (3) The drug is O=c1c2cc3c(=O)n(-c4ccccc4Cl)c(=O)c3cc2c(=O)n1-c1ccccc1Cl. The result is 0 (inactive). (4) The drug is COc1ccc(C(C)=NNC(=O)c2ccncc2)cc1OC. The result is 0 (inactive).